Task: Predict which catalyst facilitates the given reaction.. Dataset: Catalyst prediction with 721,799 reactions and 888 catalyst types from USPTO (1) Reactant: [C:1]([O:5][C:6]([C:8]1[CH:9]=[C:10]([C:14]2[C:19]([CH3:20])=[CH:18][CH:17]=[CH:16][N+:15]=2[O-])[CH:11]=[CH:12][CH:13]=1)=[O:7])([CH3:4])([CH3:3])[CH3:2].[N:22]1C=CC=CC=1.CC1C=CC(S(Cl)(=O)=O)=CC=1.NCCO. Product: [NH2:22][C:16]1[N:15]=[C:14]([C:10]2[CH:9]=[C:8]([CH:13]=[CH:12][CH:11]=2)[C:6]([O:5][C:1]([CH3:4])([CH3:3])[CH3:2])=[O:7])[C:19]([CH3:20])=[CH:18][CH:17]=1. The catalyst class is: 10. (2) Reactant: [C:1]1([CH2:17][OH:18])[C:14]2[C:15]3=[C:16]4[C:11](=[CH:12][CH:13]=2)[CH:10]=[CH:9][CH:8]=[C:7]4[CH:6]=[CH:5][C:4]3=[CH:3][CH:2]=1.[Br:19][CH2:20][CH2:21][CH2:22][CH2:23][CH2:24]Br.[H-].[Na+]. Product: [Br:19][CH2:20][CH2:21][CH2:22][CH2:23][CH2:24][O:18][CH2:17][C:1]1[C:14]2[C:15]3=[C:16]4[C:11](=[CH:12][CH:13]=2)[CH:10]=[CH:9][CH:8]=[C:7]4[CH:6]=[CH:5][C:4]3=[CH:3][CH:2]=1. The catalyst class is: 9. (3) Reactant: [CH2:1]([NH:8][C:9]1[CH:10]=[C:11]([OH:15])[CH:12]=[CH:13][CH:14]=1)[C:2]1[CH:7]=[CH:6][CH:5]=[CH:4][CH:3]=1.[CH:16](=O)[CH:17]([CH3:19])[CH3:18].C(O)(=O)C.C([BH3-])#N.[Na+]. Product: [CH2:1]([N:8]([CH2:16][CH:17]([CH3:19])[CH3:18])[C:9]1[CH:10]=[C:11]([OH:15])[CH:12]=[CH:13][CH:14]=1)[C:2]1[CH:3]=[CH:4][CH:5]=[CH:6][CH:7]=1. The catalyst class is: 5. (4) Reactant: [NH2:1][C:2]1[C:11]2[N:12]=[C:13]([CH2:15][CH2:16][CH3:17])[S:14][C:10]=2[C:9]2[CH:8]=[CH:7][C:6]([O:18][CH2:19][CH2:20][O:21][CH2:22][CH2:23][NH:24]C(=O)OC(C)(C)C)=[CH:5][C:4]=2[N:3]=1.Cl. Product: [NH2:24][CH2:23][CH2:22][O:21][CH2:20][CH2:19][O:18][C:6]1[CH:7]=[CH:8][C:9]2[C:10]3[S:14][C:13]([CH2:15][CH2:16][CH3:17])=[N:12][C:11]=3[C:2]([NH2:1])=[N:3][C:4]=2[CH:5]=1. The catalyst class is: 8. (5) Reactant: [CH3:1][C:2]1[CH:3]=[C:4]([N:9]2[C:13](=[O:14])/[C:12](=[N:15]\[NH:16][C:17]3[C:18]([OH:32])=[C:19]([C:23]4[CH:28]=[CH:27][CH:26]=[C:25]([C:29]([OH:31])=[O:30])[CH:24]=4)[CH:20]=[CH:21][CH:22]=3)/[C:11]([CH3:33])=[N:10]2)[CH:5]=[CH:6][C:7]=1[CH3:8].[CH2:34]([CH2:36][NH2:37])[OH:35]. Product: [CH2:13]([CH2:12][NH2:15])[OH:14].[CH2:34]([CH2:36][NH2:37])[OH:35].[CH3:1][C:2]1[CH:3]=[C:4]([N:9]2[C:13](=[O:14])/[C:12](=[N:15]\[NH:16][C:17]3[C:18]([OH:32])=[C:19]([C:23]4[CH:28]=[CH:27][CH:26]=[C:25]([C:29]([OH:31])=[O:30])[CH:24]=4)[CH:20]=[CH:21][CH:22]=3)/[C:11]([CH3:33])=[N:10]2)[CH:5]=[CH:6][C:7]=1[CH3:8]. The catalyst class is: 8. (6) Reactant: [CH3:1][S:2]([C:5]1[C:6]([C:11]([OH:13])=O)=[N:7][CH:8]=[CH:9][CH:10]=1)(=[O:4])=[O:3].F[P-](F)(F)(F)(F)F.N1(OC(N(C)C)=[N+](C)C)C2N=CC=CC=2N=N1.CCN(C(C)C)C(C)C.[NH:47]1[C:55]2[C:50](=[C:51]([C:56]3[CH:57]=[C:58]([NH2:65])[C:59]4[CH:60]=[N:61][NH:62][C:63]=4[CH:64]=3)[CH:52]=[CH:53][CH:54]=2)[CH:49]=[CH:48]1. Product: [NH:47]1[C:55]2[C:50](=[C:51]([C:56]3[CH:64]=[C:63]4[C:59]([CH:60]=[N:61][NH:62]4)=[C:58]([NH:65][C:11]([C:6]4[C:5]([S:2]([CH3:1])(=[O:3])=[O:4])=[CH:10][CH:9]=[CH:8][N:7]=4)=[O:13])[CH:57]=3)[CH:52]=[CH:53][CH:54]=2)[CH:49]=[CH:48]1. The catalyst class is: 3.